Dataset: Catalyst prediction with 721,799 reactions and 888 catalyst types from USPTO. Task: Predict which catalyst facilitates the given reaction. Reactant: [F:1][C:2]1[CH:11]=[C:10]([F:12])[CH:9]=[C:8]2[C:3]=1[CH:4]=[CH:5][C:6]([C:13](=O)[CH3:14])=[CH:7]2.C([O-])(=O)C.[NH4+].C([BH3-])#[N:22].[Na+]. Product: [F:1][C:2]1[CH:11]=[C:10]([F:12])[CH:9]=[C:8]2[C:3]=1[CH:4]=[CH:5][C:6]([CH:13]([NH2:22])[CH3:14])=[CH:7]2. The catalyst class is: 5.